From a dataset of Catalyst prediction with 721,799 reactions and 888 catalyst types from USPTO. Predict which catalyst facilitates the given reaction. (1) Reactant: [C:1]([O:5][C:6]([N:8]([CH3:22])[C:9]([CH3:21])([CH3:20])[C:10](ON1C(=O)CCC1=O)=[O:11])=[O:7])([CH3:4])([CH3:3])[CH3:2].[NH2:23][C@H:24]([CH2:46][O:47][CH2:48][C:49]1[CH:54]=[CH:53][C:52]([CH3:55])=[CH:51][CH:50]=1)[C:25]([N:27]1[CH2:45][CH2:44][CH2:43][C:29]2([C:33](=[O:34])[N:32]([CH3:35])[CH2:31][CH:30]2[C:36]2[CH:41]=[CH:40][C:39]([F:42])=[CH:38][CH:37]=2)[CH2:28]1)=[O:26].CCN(C(C)C)C(C)C. Product: [F:42][C:39]1[CH:38]=[CH:37][C:36]([CH:30]2[C:29]3([CH2:43][CH2:44][CH2:45][N:27]([C:25](=[O:26])[C@H:24]([NH:23][C:10](=[O:11])[C:9]([N:8]([CH3:22])[C:6](=[O:7])[O:5][C:1]([CH3:3])([CH3:2])[CH3:4])([CH3:21])[CH3:20])[CH2:46][O:47][CH2:48][C:49]4[CH:54]=[CH:53][C:52]([CH3:55])=[CH:51][CH:50]=4)[CH2:28]3)[C:33](=[O:34])[N:32]([CH3:35])[CH2:31]2)=[CH:41][CH:40]=1. The catalyst class is: 20. (2) Reactant: [CH2:1]1[C:11]2=[C:12]3[C:7](=[CH:8][CH:9]=[CH:10]2)[CH2:6][CH2:5][CH2:4][N:3]3[C:2]1=O.[H-].C([Al+]CC(C)C)C(C)C.C1(C)C=CC=CC=1.Cl.O. Product: [CH:1]1[C:11]2=[C:12]3[C:7](=[CH:8][CH:9]=[CH:10]2)[CH2:6][CH2:5][CH2:4][N:3]3[CH:2]=1. The catalyst class is: 359. (3) Reactant: [NH2:1][C@@H:2]([CH:6]([CH3:8])[CH3:7])[C:3]([OH:5])=[O:4].[OH:9][CH2:10][CH2:11][N:12]1[C:17](=[O:18])[CH2:16][CH2:15][CH:14]([N:19]2[C:27](=[O:28])[C:26]3[C:21](=[CH:22][CH:23]=[CH:24][CH:25]=3)[C:20]2=[O:29])[C:13]1=[O:30].[Br:31][CH2:32][C:33](ON1C(=O)CCC1=O)=[O:34]. Product: [Br:31][CH2:32][C:33]([NH:1][C@@H:2]([CH:6]([CH3:8])[CH3:7])[C:3]([OH:5])=[O:4])=[O:34].[OH:9][CH2:10][CH2:11][N:12]1[C:17](=[O:18])[CH2:16][CH2:15][CH:14]([N:19]2[C:20](=[O:29])[C:21]3[C:26](=[CH:25][CH:24]=[CH:23][CH:22]=3)[C:27]2=[O:28])[C:13]1=[O:30]. The catalyst class is: 2. (4) Reactant: [CH:1]12[CH2:6][CH:5]1[CH2:4][N:3]([C:7]1[N:12]=[C:11]([NH:13][CH2:14][C:15]3[CH:20]=[CH:19][C:18]([O:21][CH3:22])=[C:17]([Cl:23])[CH:16]=3)[C:10]([C:24]([OH:26])=O)=[CH:9][N:8]=1)[CH2:2]2.CCN(C(C)C)C(C)C.CN(C(ON1N=NC2C=CC=NC1=2)=[N+](C)C)C.F[P-](F)(F)(F)(F)F.[NH2:60][C@H:61]1[CH2:66][CH2:65][C@H:64]([OH:67])[CH2:63][CH2:62]1. Product: [CH:1]12[CH2:6][CH:5]1[CH2:4][N:3]([C:7]1[N:12]=[C:11]([NH:13][CH2:14][C:15]3[CH:20]=[CH:19][C:18]([O:21][CH3:22])=[C:17]([Cl:23])[CH:16]=3)[C:10]([C:24]([NH:60][C@H:61]3[CH2:66][CH2:65][C@H:64]([OH:67])[CH2:63][CH2:62]3)=[O:26])=[CH:9][N:8]=1)[CH2:2]2. The catalyst class is: 136. (5) Reactant: Br[C:2]1([CH:20]([Br:38])[C:21]2[CH:26]=[CH:25][CH:24]=[C:23]([O:27][C:28]3[CH:33]=[CH:32][C:31]([C:34]([F:37])([F:36])[F:35])=[CH:30][N:29]=3)[CH:22]=2)[CH2:7][CH2:6][CH:5]([NH:8][C:9]([C:11]2[C:12]([C:16]([F:19])([F:18])[F:17])=[N:13][NH:14][CH:15]=2)=[O:10])[CH2:4][CH2:3]1.[OH-].[Na+]. Product: [Br:38][C:20]([C:21]1[CH:26]=[CH:25][CH:24]=[C:23]([O:27][C:28]2[CH:33]=[CH:32][C:31]([C:34]([F:35])([F:36])[F:37])=[CH:30][N:29]=2)[CH:22]=1)=[C:2]1[CH2:3][CH2:4][CH:5]([NH:8][C:9]([C:11]2[C:12]([C:16]([F:18])([F:19])[F:17])=[N:13][NH:14][CH:15]=2)=[O:10])[CH2:6][CH2:7]1. The catalyst class is: 5.